This data is from Reaction yield outcomes from USPTO patents with 853,638 reactions. The task is: Predict the reaction yield, written as a fraction of the theoretical maximum amount of product (1.0 means a 100% yield; for example, 0.34 means a 34% yield). The reactants are [Br:1][C:2]1[CH:3]=[C:4]([CH2:8][C:9]#[N:10])[CH:5]=[CH:6][CH:7]=1.Br[CH2:12][CH2:13]Br. The product is [Br:1][C:2]1[CH:3]=[C:4]([C:8]2([C:9]#[N:10])[CH2:13][CH2:12]2)[CH:5]=[CH:6][CH:7]=1. The catalyst is [Cl-].C([N+](CC)(CC)CC)C1C=CC=CC=1.[OH-].[Na+]. The yield is 0.950.